Task: Predict the product of the given reaction.. Dataset: Forward reaction prediction with 1.9M reactions from USPTO patents (1976-2016) (1) Given the reactants [NH2:1][C:2]1[C:7]([C:8]([F:11])([F:10])[F:9])=[CH:6][C:5]([C:12]([F:15])([F:14])[F:13])=[CH:4][C:3]=1[NH:16][C:17](=O)[CH2:18][O:19][Si:20]([CH:23]([CH3:25])[CH3:24])([CH3:22])[CH3:21].[CH2:27]1COCC1, predict the reaction product. The product is: [Si:20]([O:19][CH2:18][C:17]1[NH:1][C:2]2[C:7]([C:8]([F:11])([F:10])[F:9])=[CH:6][C:5]([C:12]([F:15])([F:14])[F:13])=[CH:4][C:3]=2[N:16]=1)([C:23]([CH3:27])([CH3:24])[CH3:25])([CH3:22])[CH3:21]. (2) Given the reactants [Br:1][C:2]1[C:10]2[C:5](=[CH:6][C:7]([C:18]([O:20][CH3:21])=[O:19])=[CH:8][C:9]=2[N:11]([S:13]([CH:16]=[CH2:17])(=[O:15])=[O:14])[CH3:12])[NH:4][CH:3]=1.[C:22](OC(=O)C)(=[O:24])[CH3:23], predict the reaction product. The product is: [C:22]([N:4]1[C:5]2[C:10](=[C:9]([N:11]([S:13]([CH:16]=[CH2:17])(=[O:15])=[O:14])[CH3:12])[CH:8]=[C:7]([C:18]([O:20][CH3:21])=[O:19])[CH:6]=2)[C:2]([Br:1])=[CH:3]1)(=[O:24])[CH3:23].